From a dataset of Full USPTO retrosynthesis dataset with 1.9M reactions from patents (1976-2016). Predict the reactants needed to synthesize the given product. (1) The reactants are: [C:1]1([C@H:7]2[CH2:13][N:12]([C:14]([CH:16]3[CH2:21][CH2:20][O:19][CH2:18][CH2:17]3)=[O:15])[CH2:11][C:10]3[CH:22]=[CH:23][C:24]([C:26]([O:28]C)=O)=[CH:25][C:9]=3[O:8]2)[CH:6]=[CH:5][CH:4]=[CH:3][CH:2]=1.[OH-:30].[Na+].[NH2:32]O. Given the product [OH:30][NH:32][C:26]([C:24]1[CH:23]=[CH:22][C:10]2[CH2:11][N:12]([C:14]([CH:16]3[CH2:21][CH2:20][O:19][CH2:18][CH2:17]3)=[O:15])[CH2:13][C@H:7]([C:1]3[CH:6]=[CH:5][CH:4]=[CH:3][CH:2]=3)[O:8][C:9]=2[CH:25]=1)=[O:28], predict the reactants needed to synthesize it. (2) Given the product [NH2:18][C:15]1[CH:14]=[C:13]([C:5]2[N:4]([C:2]([NH2:1])=[O:3])[C:12]3[C:7]([CH:6]=2)=[CH:8][CH:9]=[CH:10][CH:11]=3)[S:17][CH:16]=1, predict the reactants needed to synthesize it. The reactants are: [NH2:1][C:2]([N:4]1[C:12]2[C:7](=[CH:8][CH:9]=[CH:10][CH:11]=2)[CH:6]=[C:5]1[C:13]1[S:17][CH:16]=[C:15]([NH:18]C(=O)OC(C)(C)C)[CH:14]=1)=[O:3].FC(F)(F)C(O)=O. (3) Given the product [C:1]([O:5][C:6](=[O:19])[C:7]([S:10][C:11]1[S:12][CH:13]=[C:14]([CH2:16][CH2:17][O:18][C:24]2[CH:25]=[CH:26][C:21]([Br:20])=[CH:22][CH:23]=2)[N:15]=1)([CH3:9])[CH3:8])([CH3:2])([CH3:4])[CH3:3], predict the reactants needed to synthesize it. The reactants are: [C:1]([O:5][C:6](=[O:19])[C:7]([S:10][C:11]1[S:12][CH:13]=[C:14]([CH2:16][CH2:17][OH:18])[N:15]=1)([CH3:9])[CH3:8])([CH3:4])([CH3:3])[CH3:2].[Br:20][C:21]1[CH:26]=[CH:25][C:24](O)=[CH:23][CH:22]=1.C1(P(C2C=CC=CC=2)C2C=CC=CC=2)C=CC=CC=1.[N+](C(OC(C)C)=O)(C(OC(C)C)=O)=[N-]. (4) Given the product [NH:23]1[C:31]2[C:26](=[CH:27][CH:28]=[C:29]([CH:32]=[O:33])[CH:30]=2)[CH:25]=[CH:24]1, predict the reactants needed to synthesize it. The reactants are: CC(OI1(OC(C)=O)(OC(C)=O)OC(=O)C2C=CC=CC1=2)=O.[NH:23]1[C:31]2[C:26](=[CH:27][CH:28]=[C:29]([CH2:32][OH:33])[CH:30]=2)[CH:25]=[CH:24]1.[OH-].[Na+]. (5) Given the product [CH2:2]([C:4]1[C:13]2[C:8](=[CH:9][CH:10]=[CH:11][CH:12]=2)[CH:7]=[CH:6][C:5]=1[O:14][CH2:15][CH2:16][NH:17][CH2:29][C:25]1[O:24][CH:28]=[CH:27][CH:26]=1)[CH3:3], predict the reactants needed to synthesize it. The reactants are: [Cl-].[CH2:2]([C:4]1[C:13]2[C:8](=[CH:9][CH:10]=[CH:11][CH:12]=2)[CH:7]=[CH:6][C:5]=1[O:14][CH2:15][CH2:16][NH3+:17])[CH3:3].C([O-])([O-])=O.[K+].[K+].[O:24]1[CH:28]=[CH:27][CH:26]=[C:25]1[CH:29]=O.[BH4-].[Na+]. (6) The reactants are: [OH-].[Na+].C([O:5][C:6]([C:8]1([OH:19])[C:16]2[C:11](=[C:12]([O:17][CH3:18])[CH:13]=[CH:14][CH:15]=2)[CH2:10][CH2:9]1)=[O:7])C. Given the product [OH:19][C:8]1([C:6]([OH:7])=[O:5])[C:16]2[C:11](=[C:12]([O:17][CH3:18])[CH:13]=[CH:14][CH:15]=2)[CH2:10][CH2:9]1, predict the reactants needed to synthesize it.